This data is from NCI-60 drug combinations with 297,098 pairs across 59 cell lines. The task is: Regression. Given two drug SMILES strings and cell line genomic features, predict the synergy score measuring deviation from expected non-interaction effect. Drug 1: CC1C(C(CC(O1)OC2CC(CC3=C2C(=C4C(=C3O)C(=O)C5=C(C4=O)C(=CC=C5)OC)O)(C(=O)CO)O)N)O.Cl. Drug 2: C1=CC(=CC=C1CCC2=CNC3=C2C(=O)NC(=N3)N)C(=O)NC(CCC(=O)O)C(=O)O. Cell line: PC-3. Synergy scores: CSS=37.0, Synergy_ZIP=3.23, Synergy_Bliss=2.24, Synergy_Loewe=-7.33, Synergy_HSA=3.69.